From a dataset of Peptide-MHC class I binding affinity with 185,985 pairs from IEDB/IMGT. Regression. Given a peptide amino acid sequence and an MHC pseudo amino acid sequence, predict their binding affinity value. This is MHC class I binding data. (1) The MHC is HLA-A24:03 with pseudo-sequence HLA-A24:03. The peptide sequence is KQGDVFYTA. The binding affinity (normalized) is 0.0847. (2) The peptide sequence is RVRSMANVY. The MHC is HLA-B83:01 with pseudo-sequence HLA-B83:01. The binding affinity (normalized) is 0.213. (3) The peptide sequence is FTTSLSLHK. The MHC is HLA-A31:01 with pseudo-sequence HLA-A31:01. The binding affinity (normalized) is 0.264. (4) The peptide sequence is AAPQFSLWR. The MHC is Mamu-B6601 with pseudo-sequence Mamu-B6601. The binding affinity (normalized) is 0.808.